From a dataset of Retrosynthesis with 50K atom-mapped reactions and 10 reaction types from USPTO. Predict the reactants needed to synthesize the given product. Given the product COC(=O)C(Oc1ccc(Cl)cc1)c1ccc(Oc2ccc(C#N)cc2)cc1, predict the reactants needed to synthesize it. The reactants are: COC(=O)C(Br)c1ccc(Oc2ccc(C#N)cc2)cc1.Oc1ccc(Cl)cc1.